This data is from Forward reaction prediction with 1.9M reactions from USPTO patents (1976-2016). The task is: Predict the product of the given reaction. (1) Given the reactants [CH:1]1([C:4]2[CH:5]=[CH:6][C:7]([C:18]([OH:20])=O)=[N:8][C:9]=2[CH2:10][C:11]2[CH:16]=[CH:15][C:14]([F:17])=[CH:13][CH:12]=2)[CH2:3][CH2:2]1.[NH2:21][C:22]1([CH2:36][C:37]([O:39][CH2:40][CH3:41])=[O:38])[CH2:25][N:24]([C:26]([O:28][CH2:29][C:30]2[CH:35]=[CH:34][CH:33]=[CH:32][CH:31]=2)=[O:27])[CH2:23]1.CN(C(ON1N=NC2C=CC=CC1=2)=[N+](C)C)C.[B-](F)(F)(F)F.CCN(C(C)C)C(C)C, predict the reaction product. The product is: [CH:1]1([C:4]2[CH:5]=[CH:6][C:7]([C:18]([NH:21][C:22]3([CH2:36][C:37]([O:39][CH2:40][CH3:41])=[O:38])[CH2:25][N:24]([C:26]([O:28][CH2:29][C:30]4[CH:35]=[CH:34][CH:33]=[CH:32][CH:31]=4)=[O:27])[CH2:23]3)=[O:20])=[N:8][C:9]=2[CH2:10][C:11]2[CH:12]=[CH:13][C:14]([F:17])=[CH:15][CH:16]=2)[CH2:2][CH2:3]1. (2) Given the reactants [O:1]=[C:2]1[CH2:7][CH2:6][N:5]([C:8]([O:10][C:11]([CH3:14])([CH3:13])[CH3:12])=[O:9])[CH2:4][CH2:3]1.[CH2:15]([Mg]Br)[CH:16]=[CH2:17].[Cl-].[NH4+], predict the reaction product. The product is: [CH2:17]([C:2]1([OH:1])[CH2:3][CH2:4][N:5]([C:8]([O:10][C:11]([CH3:14])([CH3:13])[CH3:12])=[O:9])[CH2:6][CH2:7]1)[CH:16]=[CH2:15]. (3) The product is: [Br:1][C:2]1[CH:3]=[N:4][N:5]2[C:10]([NH:11][C:12]3[CH:17]=[C:16]([CH3:18])[CH:15]=[CH:14][C:13]=3[F:19])=[C:9]([C:20]([N:28]3[CH2:29][CH2:30][C:25]([F:24])([C:31]4[CH:32]=[CH:33][CH:34]=[CH:35][CH:36]=4)[CH2:26][CH2:27]3)=[O:21])[CH:8]=[N:7][C:6]=12. Given the reactants [Br:1][C:2]1[CH:3]=[N:4][N:5]2[C:10]([NH:11][C:12]3[CH:17]=[C:16]([CH3:18])[CH:15]=[CH:14][C:13]=3[F:19])=[C:9]([C:20](O)=[O:21])[CH:8]=[N:7][C:6]=12.Cl.[F:24][C:25]1([C:31]2[CH:36]=[CH:35][CH:34]=[CH:33][CH:32]=2)[CH2:30][CH2:29][NH:28][CH2:27][CH2:26]1, predict the reaction product. (4) Given the reactants [Cl:1][C:2]1[CH:3]=[C:4]([CH:8]=[CH:9][C:10]=1[Cl:11])[C:5](Cl)=[O:6].Br[C:13]([CH3:20])([CH3:19])[C:14]([O:16][CH2:17][CH3:18])=[O:15], predict the reaction product. The product is: [Cl:1][C:2]1[CH:3]=[C:4]([CH:8]=[CH:9][C:10]=1[Cl:11])[C:5]([C:13]([CH3:20])([CH3:19])[C:14]([O:16][CH2:17][CH3:18])=[O:15])=[O:6]. (5) Given the reactants [Cl:1][C:2]1[CH:26]=[C:25]([Cl:27])[C:24]([C:28]2[CH:33]=[CH:32][CH:31]=[CH:30][N:29]=2)=[CH:23][C:3]=1[C:4]([NH:6][C:7]1[N:11]([C:12]2[CH:17]=[CH:16][CH:15]=[CH:14][CH:13]=2)[N:10]=[C:9]([C:18]([O:20]CC)=[O:19])[CH:8]=1)=[O:5].[Li+].[OH-].O.Cl, predict the reaction product. The product is: [Cl:1][C:2]1[CH:26]=[C:25]([Cl:27])[C:24]([C:28]2[CH:33]=[CH:32][CH:31]=[CH:30][N:29]=2)=[CH:23][C:3]=1[C:4]([NH:6][C:7]1[N:11]([C:12]2[CH:13]=[CH:14][CH:15]=[CH:16][CH:17]=2)[N:10]=[C:9]([C:18]([OH:20])=[O:19])[CH:8]=1)=[O:5]. (6) Given the reactants Cl[C:2]1[CH:11]=[C:10]2[C:5]([CH:6]=[C:7]([C:14]3[CH:15]=[C:16]([NH:21][C:22](=[O:33])[C:23]4[CH:28]=[CH:27][CH:26]=[C:25]([C:29]([F:32])([F:31])[F:30])[CH:24]=4)[CH:17]=[CH:18][C:19]=3[CH3:20])[C:8](=[O:13])[N:9]2[CH3:12])=[CH:4][N:3]=1.[CH3:34][N:35]1[CH2:40][CH2:39][N:38]([C:41]2[CH:42]=[C:43]([NH2:47])[CH:44]=[CH:45][CH:46]=2)[CH2:37][CH2:36]1.[Cl-].C(C1C=CC=C(CCC)C=1[N+]1C=CN(C2C(CCC)=CC=CC=2CCC)C=1)CC, predict the reaction product. The product is: [CH3:20][C:19]1[CH:18]=[CH:17][C:16]([NH:21][C:22](=[O:33])[C:23]2[CH:28]=[CH:27][CH:26]=[C:25]([C:29]([F:30])([F:31])[F:32])[CH:24]=2)=[CH:15][C:14]=1[C:7]1[C:8](=[O:13])[N:9]([CH3:12])[C:10]2[C:5]([CH:6]=1)=[CH:4][N:3]=[C:2]([NH:47][C:43]1[CH:44]=[CH:45][CH:46]=[C:41]([N:38]3[CH2:37][CH2:36][N:35]([CH3:34])[CH2:40][CH2:39]3)[CH:42]=1)[CH:11]=2.